From a dataset of Full USPTO retrosynthesis dataset with 1.9M reactions from patents (1976-2016). Predict the reactants needed to synthesize the given product. (1) Given the product [Cl:1][C:2]1[C:3]([CH2:28][CH3:29])=[C:4]2[C:9](=[CH:10][CH:11]=1)[O:8][CH:7]([C:12]([F:13])([F:14])[F:15])[C:6]([C:16]([OH:18])=[O:17])=[CH:5]2, predict the reactants needed to synthesize it. The reactants are: [Cl:1][C:2]1[C:3](I)=[C:4]2[C:9](=[CH:10][CH:11]=1)[O:8][CH:7]([C:12]([F:15])([F:14])[F:13])[C:6]([C:16]([O:18]CC)=[O:17])=[CH:5]2.C(=O)([O-])[O-].[K+].[K+].[CH2:28](B(CC)CC)[CH3:29]. (2) The reactants are: [S:1](Cl)(Cl)=[O:2].[C:5]([O:9][C:10](=[O:22])[NH:11][C@@H:12]([C:15]1[CH:20]=[CH:19][CH:18]=[C:17]([F:21])[CH:16]=1)[CH2:13][OH:14])([CH3:8])([CH3:7])[CH3:6].N1C=CC=CC=1.I([O-])(=O)(=O)=[O:30].[Na+]. Given the product [C:5]([O:9][C:10]([N:11]1[C@@H:12]([C:15]2[CH:20]=[CH:19][CH:18]=[C:17]([F:21])[CH:16]=2)[CH2:13][O:14][S:1]1(=[O:2])=[O:30])=[O:22])([CH3:8])([CH3:6])[CH3:7], predict the reactants needed to synthesize it. (3) Given the product [CH3:13][N:12]([CH3:14])[C:11]1[CH:15]=[CH:16][C:8]([CH:7]=[CH:6][C:5]2[CH:17]=[CH:18][C:2]([CH:21]=[O:22])=[CH:3][CH:4]=2)=[CH:9][CH:10]=1, predict the reactants needed to synthesize it. The reactants are: Br[C:2]1[CH:18]=[CH:17][C:5](/[CH:6]=[CH:7]/[C:8]2[CH:16]=[CH:15][C:11]([N:12]([CH3:14])[CH3:13])=[CH:10][CH:9]=2)=[CH:4][CH:3]=1.C1C[O:22][CH2:21]C1.[Li]CCCC. (4) Given the product [O:1]=[C:2]1[CH:11]=[CH:10][C:9]2[CH:8]=[CH:7][C:6]3[O:12][CH2:13][CH2:14][O:15][C:5]=3[C:4]=2[N:3]1[CH2:16][CH2:17][N:19]1[CH2:20][CH2:21][CH:22]([NH:25][C:26](=[O:32])[O:27][C:28]([CH3:30])([CH3:29])[CH3:31])[CH2:23][CH2:24]1, predict the reactants needed to synthesize it. The reactants are: [O:1]=[C:2]1[CH:11]=[CH:10][C:9]2[CH:8]=[CH:7][C:6]3[O:12][CH2:13][CH2:14][O:15][C:5]=3[C:4]=2[N:3]1[CH2:16][CH:17]=O.[NH:19]1[CH2:24][CH2:23][CH:22]([NH:25][C:26](=[O:32])[O:27][C:28]([CH3:31])([CH3:30])[CH3:29])[CH2:21][CH2:20]1.[BH-](OC(C)=O)(OC(C)=O)OC(C)=O.[Na+]. (5) Given the product [CH:5]1([C:8]2[N:13]=[C:12]([C:14]3[CH:15]=[C:16]4[C:20](=[CH:21][CH:22]=3)[NH:19][N:18]=[C:17]4[I:1])[CH:11]=[N:10][CH:9]=2)[CH2:7][CH2:6]1, predict the reactants needed to synthesize it. The reactants are: [I:1]I.[OH-].[K+].[CH:5]1([C:8]2[N:13]=[C:12]([C:14]3[CH:15]=[C:16]4[C:20](=[CH:21][CH:22]=3)[NH:19][N:18]=[CH:17]4)[CH:11]=[N:10][CH:9]=2)[CH2:7][CH2:6]1.OS([O-])=O.[Na+]. (6) Given the product [NH2:1][C:2]1[C:3]2[C:10]([C:11]3[CH:16]=[CH:15][CH:14]=[C:13]([O:17][CH2:18][CH:19]4[CH2:24][CH2:23][CH2:22][CH2:21][O:20]4)[CH:12]=3)=[CH:9][N:8]([C@H:25]3[CH2:28][C@H:27]([CH2:29][N:30]4[CH2:33][CH:32]([OH:35])[CH2:31]4)[CH2:26]3)[C:4]=2[N:5]=[CH:6][N:7]=1, predict the reactants needed to synthesize it. The reactants are: [NH2:1][C:2]1[C:3]2[C:10]([C:11]3[CH:16]=[CH:15][CH:14]=[C:13]([O:17][CH2:18][CH:19]4[CH2:24][CH2:23][CH2:22][CH2:21][O:20]4)[CH:12]=3)=[CH:9][N:8]([C@@H:25]3[CH2:28][C@H:27]([CH2:29][N:30]4C[CH2:33][C@H:32]([OH:35])[CH2:31]4)[CH2:26]3)[C:4]=2[N:5]=[CH:6][N:7]=1.OC1CNC1. (7) Given the product [OH:33][C:29]1[CH:28]=[C:27]([NH:1][C:2]2[N:6]([C:7]3[CH:12]=[C:11]([S:13][CH3:14])[N:10]=[C:9]([CH3:15])[N:8]=3)[N:5]=[C:4]([C:16]3[CH:17]=[CH:18][C:19]([C:20]([O:22][CH3:23])=[O:21])=[CH:24][CH:25]=3)[CH:3]=2)[CH:32]=[CH:31][CH:30]=1, predict the reactants needed to synthesize it. The reactants are: [NH2:1][C:2]1[N:6]([C:7]2[CH:12]=[C:11]([S:13][CH3:14])[N:10]=[C:9]([CH3:15])[N:8]=2)[N:5]=[C:4]([C:16]2[CH:25]=[CH:24][C:19]([C:20]([O:22][CH3:23])=[O:21])=[CH:18][CH:17]=2)[CH:3]=1.Br[C:27]1[CH:28]=[C:29]([OH:33])[CH:30]=[CH:31][CH:32]=1.CC1(C)C2C(=C(P(C3C=CC=CC=3)C3C=CC=CC=3)C=CC=2)OC2C(P(C3C=CC=CC=3)C3C=CC=CC=3)=CC=CC1=2.C(=O)([O-])[O-].[Cs+].[Cs+]. (8) Given the product [CH2:19]([NH:23][CH2:17][C:9]1[NH:8][C:12]2[CH:13]=[CH:14][CH:15]=[CH:16][C:11]=2[N:10]=1)[CH2:20][CH2:21][CH3:22], predict the reactants needed to synthesize it. The reactants are: C([N:8]1[C:12]2[CH:13]=[CH:14][CH:15]=[CH:16][C:11]=2[N:10]=[C:9]1[CH2:17]Br)(OC(C)(C)C)=O.[CH2:19]([NH2:23])[CH2:20][CH2:21][CH3:22].C(O)(C(F)(F)F)=O. (9) Given the product [Cl:1][C:2]1[C:3]([C:9]2[CH:14]=[CH:13][CH:12]=[C:11]([NH:15][CH2:16][CH:17]3[CH2:22][CH2:21][O:20][CH2:19][CH2:18]3)[N:10]=2)=[CH:4][C:5]([NH2:24])=[N:6][CH:7]=1, predict the reactants needed to synthesize it. The reactants are: [Cl:1][C:2]1[C:3]([C:9]2[CH:14]=[CH:13][CH:12]=[C:11]([NH:15][CH2:16][CH:17]3[CH2:22][CH2:21][O:20][CH2:19][CH2:18]3)[N:10]=2)=[CH:4][C:5](F)=[N:6][CH:7]=1.[OH-].[NH4+:24].